From a dataset of Reaction yield outcomes from USPTO patents with 853,638 reactions. Predict the reaction yield, written as a fraction of the theoretical maximum amount of product (1.0 means a 100% yield; for example, 0.34 means a 34% yield). (1) The reactants are [C:1]([C:5]1[CH:14]=[CH:13][C:8]([CH2:9][NH:10][CH2:11][CH3:12])=[CH:7][CH:6]=1)([CH3:4])([CH3:3])[CH3:2].C(N(C(C)C)C(C)C)C.Cl[C:25](=[O:47])[CH2:26][O:27][C:28]1[CH:33]=[CH:32][C:31]([CH2:34][CH2:35][O:36][C:37]2[CH:46]=[CH:45][CH:44]=[CH:43][C:38]=2[C:39]([O:41][CH3:42])=[O:40])=[CH:30][CH:29]=1. The catalyst is C(#N)C. The product is [C:1]([C:5]1[CH:6]=[CH:7][C:8]([CH2:9][N:10]([CH2:11][CH3:12])[C:25](=[O:47])[CH2:26][O:27][C:28]2[CH:33]=[CH:32][C:31]([CH2:34][CH2:35][O:36][C:37]3[CH:46]=[CH:45][CH:44]=[CH:43][C:38]=3[C:39]([O:41][CH3:42])=[O:40])=[CH:30][CH:29]=2)=[CH:13][CH:14]=1)([CH3:3])([CH3:2])[CH3:4]. The yield is 0.793. (2) The reactants are [F:1][C:2]([F:6])([F:5])[CH2:3][OH:4].C(=O)([O-])[O-].[Cs+].[Cs+].[C:13]([C:15]1([NH:18][C:19]([C@@H:21]2[CH2:25][C@@H:24]([S:26]([C:29]3[CH:34]=[CH:33][C:32](F)=[CH:31][C:30]=3[C:36]([F:39])([F:38])[F:37])(=[O:28])=[O:27])[CH2:23][N:22]2[C:40]2[N:41]([CH:46]3[CH2:49][CH2:48][CH2:47]3)[N:42]=[C:43]([CH3:45])[CH:44]=2)=[O:20])[CH2:17][CH2:16]1)#[N:14]. The catalyst is CN(C=O)C. The product is [C:13]([C:15]1([NH:18][C:19]([C@@H:21]2[CH2:25][C@@H:24]([S:26]([C:29]3[CH:34]=[CH:33][C:32]([O:4][CH2:3][C:2]([F:6])([F:5])[F:1])=[CH:31][C:30]=3[C:36]([F:37])([F:39])[F:38])(=[O:27])=[O:28])[CH2:23][N:22]2[C:40]2[N:41]([CH:46]3[CH2:49][CH2:48][CH2:47]3)[N:42]=[C:43]([CH3:45])[CH:44]=2)=[O:20])[CH2:17][CH2:16]1)#[N:14]. The yield is 0.310.